From a dataset of Full USPTO retrosynthesis dataset with 1.9M reactions from patents (1976-2016). Predict the reactants needed to synthesize the given product. (1) Given the product [ClH:13].[Cl:13][CH2:2][C:3]1[N:7]([CH2:8][C:9]#[CH:10])[CH:6]=[N:5][CH:4]=1, predict the reactants needed to synthesize it. The reactants are: O[CH2:2][C:3]1[N:7]([CH2:8][C:9]#[CH:10])[CH:6]=[N:5][CH:4]=1.S(Cl)([Cl:13])=O. (2) Given the product [Cl:1][C:2]1[C:3]([C:9]2[CH:14]=[CH:13][CH:12]=[C:11]([NH:15][CH2:16][C:17]3([F:23])[CH2:22][CH2:21][O:20][CH2:19][CH2:18]3)[N:10]=2)=[CH:4][C:5]([NH2:25])=[N:6][CH:7]=1, predict the reactants needed to synthesize it. The reactants are: [Cl:1][C:2]1[C:3]([C:9]2[CH:14]=[CH:13][CH:12]=[C:11]([NH:15][CH2:16][C:17]3([F:23])[CH2:22][CH2:21][O:20][CH2:19][CH2:18]3)[N:10]=2)=[CH:4][C:5](F)=[N:6][CH:7]=1.[OH-].[NH4+:25].